Predict the reactants needed to synthesize the given product. From a dataset of Full USPTO retrosynthesis dataset with 1.9M reactions from patents (1976-2016). (1) Given the product [CH3:13][N:1]1[C:10]2[C:5](=[CH:6][CH:7]=[CH:8][CH:9]=2)[CH2:4][CH2:3][CH2:2]1, predict the reactants needed to synthesize it. The reactants are: [NH:1]1[C:10]2[C:5](=[CH:6][CH:7]=[CH:8][CH:9]=2)[CH2:4][CH2:3][CH2:2]1.C=O.[CH3:13]C(O)=O.[BH3-]C#N.[Na+]. (2) Given the product [F:1][C:2]([F:7])([F:6])[C:3]([OH:5])=[O:4].[CH2:8]([S:10]([N:13]1[CH2:18][CH2:17][CH:16]([C:19]2[C:27]3[C:22](=[C:23]([C:38]([NH2:40])=[O:39])[CH:24]=[C:25]([C:28]4[CH:33]=[C:32]([CH2:34][NH:35][CH2:36][CH2:2][CH3:3])[CH:31]=[C:30]([F:37])[CH:29]=4)[CH:26]=3)[NH:21][CH:20]=2)[CH2:15][CH2:14]1)(=[O:11])=[O:12])[CH3:9], predict the reactants needed to synthesize it. The reactants are: [F:1][C:2]([F:7])([F:6])[C:3]([OH:5])=[O:4].[CH2:8]([S:10]([N:13]1[CH2:18][CH2:17][CH:16]([C:19]2[C:27]3[C:22](=[C:23]([C:38]([NH2:40])=[O:39])[CH:24]=[C:25]([C:28]4[CH:33]=[C:32]([CH2:34][NH:35][CH3:36])[CH:31]=[C:30]([F:37])[CH:29]=4)[CH:26]=3)[NH:21][CH:20]=2)[CH2:15][CH2:14]1)(=[O:12])=[O:11])[CH3:9].CN.